From a dataset of Full USPTO retrosynthesis dataset with 1.9M reactions from patents (1976-2016). Predict the reactants needed to synthesize the given product. (1) Given the product [Cl:34][C:35]1[CH:40]=[C:39]([N:17]2[C:18]3[C:14](=[CH:13][C:12]([C:10]([N:7]4[CH2:8][CH2:9][N:4]([CH:1]([CH3:3])[CH3:2])[CH2:5][CH2:6]4)=[O:11])=[CH:20][CH:19]=3)[CH:15]=[C:16]2[C:21]([N:23]2[CH2:28][CH2:27][N:26]([C:29](=[O:33])[CH:30]([CH3:32])[CH3:31])[CH2:25][CH2:24]2)=[O:22])[CH:38]=[CH:37][CH:36]=1, predict the reactants needed to synthesize it. The reactants are: [CH:1]([N:4]1[CH2:9][CH2:8][N:7]([C:10]([C:12]2[CH:13]=[C:14]3[C:18](=[CH:19][CH:20]=2)[NH:17][C:16]([C:21]([N:23]2[CH2:28][CH2:27][N:26]([C:29](=[O:33])[CH:30]([CH3:32])[CH3:31])[CH2:25][CH2:24]2)=[O:22])=[CH:15]3)=[O:11])[CH2:6][CH2:5]1)([CH3:3])[CH3:2].[Cl:34][C:35]1[CH:36]=[C:37](B(O)O)[CH:38]=[CH:39][CH:40]=1. (2) Given the product [ClH:26].[F:1][C:2]1[CH:3]=[C:4]([C:20]([NH2:22])=[O:21])[C:5]2[O:9][C:8]([C:10]3[CH:15]=[CH:14][C:13]([CH2:16][NH:17][CH3:18])=[CH:12][CH:11]=3)=[CH:7][C:6]=2[CH:19]=1, predict the reactants needed to synthesize it. The reactants are: [F:1][C:2]1[CH:3]=[C:4]([C:20]([NH2:22])=[O:21])[C:5]2[O:9][C:8]([C:10]3[CH:15]=[CH:14][C:13]([CH2:16][NH:17][CH3:18])=[CH:12][CH:11]=3)=[CH:7][C:6]=2[CH:19]=1.C([Cl:26])(=O)C. (3) Given the product [F:17][C:6]1([F:5])[O:10][C:9]2[CH:11]=[CH:12][C:13]([CH:15]=[O:16])=[CH:14][C:8]=2[O:7]1, predict the reactants needed to synthesize it. The reactants are: C(Cl)(Cl)Cl.[F:5][C:6]1([F:17])[O:10][C:9]2[CH:11]=[CH:12][C:13]([CH2:15][OH:16])=[CH:14][C:8]=2[O:7]1. (4) The reactants are: [CH:1]([NH2:4])([CH3:3])[CH3:2].[C:5]1(=[O:11])[NH:9][C:8](=[O:10])[CH:7]=[CH:6]1. Given the product [CH3:2][CH:1]([NH:4][CH:6]1[C:5](=[O:11])[NH:9][C:8](=[O:10])[CH2:7]1)[CH3:3], predict the reactants needed to synthesize it.